Dataset: Forward reaction prediction with 1.9M reactions from USPTO patents (1976-2016). Task: Predict the product of the given reaction. (1) Given the reactants [F:1][C:2]1[CH:7]=[CH:6][C:5]([F:8])=[CH:4][C:3]=1[OH:9].[N+:10]([O-])([OH:12])=[O:11], predict the reaction product. The product is: [F:1][C:2]1[CH:7]=[C:6]([N+:10]([O-:12])=[O:11])[C:5]([F:8])=[CH:4][C:3]=1[OH:9]. (2) Given the reactants [Br:1][C:2]1[C:7]([F:8])=[CH:6][CH:5]=[CH:4][C:3]=1[OH:9].I[CH2:11][CH3:12].C([O-])([O-])=O.[K+].[K+].CCOCC, predict the reaction product. The product is: [Br:1][C:2]1[C:7]([F:8])=[CH:6][CH:5]=[CH:4][C:3]=1[O:9][CH2:11][CH3:12].